From a dataset of NCI-60 drug combinations with 297,098 pairs across 59 cell lines. Regression. Given two drug SMILES strings and cell line genomic features, predict the synergy score measuring deviation from expected non-interaction effect. (1) Drug 1: CC1OCC2C(O1)C(C(C(O2)OC3C4COC(=O)C4C(C5=CC6=C(C=C35)OCO6)C7=CC(=C(C(=C7)OC)O)OC)O)O. Drug 2: CC1=C(N=C(N=C1N)C(CC(=O)N)NCC(C(=O)N)N)C(=O)NC(C(C2=CN=CN2)OC3C(C(C(C(O3)CO)O)O)OC4C(C(C(C(O4)CO)O)OC(=O)N)O)C(=O)NC(C)C(C(C)C(=O)NC(C(C)O)C(=O)NCCC5=NC(=CS5)C6=NC(=CS6)C(=O)NCCC[S+](C)C)O. Cell line: HCC-2998. Synergy scores: CSS=14.5, Synergy_ZIP=-1.94, Synergy_Bliss=2.66, Synergy_Loewe=0.172, Synergy_HSA=0.983. (2) Drug 1: C1CCC(CC1)NC(=O)N(CCCl)N=O. Drug 2: CCCS(=O)(=O)NC1=C(C(=C(C=C1)F)C(=O)C2=CNC3=C2C=C(C=N3)C4=CC=C(C=C4)Cl)F. Cell line: PC-3. Synergy scores: CSS=18.5, Synergy_ZIP=-0.302, Synergy_Bliss=8.59, Synergy_Loewe=5.22, Synergy_HSA=6.84. (3) Drug 1: C1CCC(C1)C(CC#N)N2C=C(C=N2)C3=C4C=CNC4=NC=N3. Drug 2: CC1=C(C(=O)C2=C(C1=O)N3CC4C(C3(C2COC(=O)N)OC)N4)N. Cell line: NCIH23. Synergy scores: CSS=36.2, Synergy_ZIP=-3.61, Synergy_Bliss=-4.81, Synergy_Loewe=-19.0, Synergy_HSA=-3.23. (4) Drug 1: CCC1(CC2CC(C3=C(CCN(C2)C1)C4=CC=CC=C4N3)(C5=C(C=C6C(=C5)C78CCN9C7C(C=CC9)(C(C(C8N6C)(C(=O)OC)O)OC(=O)C)CC)OC)C(=O)OC)O.OS(=O)(=O)O. Drug 2: C1=NC2=C(N1)C(=S)N=CN2. Cell line: NCI-H226. Synergy scores: CSS=22.9, Synergy_ZIP=-7.55, Synergy_Bliss=-4.90, Synergy_Loewe=-2.78, Synergy_HSA=-2.66. (5) Synergy scores: CSS=19.5, Synergy_ZIP=-8.04, Synergy_Bliss=-3.75, Synergy_Loewe=-2.55, Synergy_HSA=-2.19. Drug 1: C1=NC2=C(N1)C(=S)N=C(N2)N. Cell line: SN12C. Drug 2: CC1CCCC2(C(O2)CC(NC(=O)CC(C(C(=O)C(C1O)C)(C)C)O)C(=CC3=CSC(=N3)C)C)C. (6) Drug 1: CC12CCC(CC1=CCC3C2CCC4(C3CC=C4C5=CN=CC=C5)C)O. Drug 2: N.N.Cl[Pt+2]Cl. Cell line: OVCAR3. Synergy scores: CSS=0.798, Synergy_ZIP=-1.71, Synergy_Bliss=-4.19, Synergy_Loewe=-10.4, Synergy_HSA=-6.57. (7) Drug 1: C1=NC2=C(N=C(N=C2N1C3C(C(C(O3)CO)O)O)F)N. Drug 2: B(C(CC(C)C)NC(=O)C(CC1=CC=CC=C1)NC(=O)C2=NC=CN=C2)(O)O. Cell line: ACHN. Synergy scores: CSS=52.0, Synergy_ZIP=-1.18, Synergy_Bliss=-0.307, Synergy_Loewe=-23.3, Synergy_HSA=-1.86. (8) Drug 1: CC(C1=C(C=CC(=C1Cl)F)Cl)OC2=C(N=CC(=C2)C3=CN(N=C3)C4CCNCC4)N. Drug 2: N.N.Cl[Pt+2]Cl. Cell line: HS 578T. Synergy scores: CSS=-4.02, Synergy_ZIP=4.35, Synergy_Bliss=5.00, Synergy_Loewe=-0.678, Synergy_HSA=-0.678. (9) Drug 1: CN1C2=C(C=C(C=C2)N(CCCl)CCCl)N=C1CCCC(=O)O.Cl. Drug 2: CN(C(=O)NC(C=O)C(C(C(CO)O)O)O)N=O. Cell line: HOP-62. Synergy scores: CSS=-1.45, Synergy_ZIP=-1.52, Synergy_Bliss=-5.22, Synergy_Loewe=-3.61, Synergy_HSA=-4.28.